From a dataset of Full USPTO retrosynthesis dataset with 1.9M reactions from patents (1976-2016). Predict the reactants needed to synthesize the given product. (1) Given the product [O:24]=[CH:20][C@@H:21]([C@H:22]([C@@H:17]([C@@H:18]([CH2:58][OH:59])[OH:19])[OH:16])[OH:23])[OH:62], predict the reactants needed to synthesize it. The reactants are: C[C@H:18]1[O:19][C@@H:20]([O:24][C@H]2[C@@H](O)C[C@H]([O:16][C@H:17]3[C@@H:22]([OH:23])[CH2:21][C@H:20]([O:24][C@@H]4C[C@H]5CC[C@H]6[C@@]7(O)CC[C@H](C8COC(=O)C=8)[C@@]7(C)CC[C@@H]6[C@@]5(C)CC4)[O:19][C@@H:18]3C)O[C@@H]2C)[CH2:21][C@H:22]([OH:23])[C@@H:17]1[OH:16].CN([CH:58]=[O:59])C.C(O)(=[O:62])C. (2) Given the product [CH3:40][NH:39][S:36]([CH2:35][CH2:34][NH:33][C:27]([C:20]1[CH:21]=[CH:22][C:23]2[C@@H:24]3[C@H:15]([C@H:12]4[C@@:10]([CH2:26][CH2:25]3)([CH3:11])[C:9]([C:5]3[CH:6]=[N:7][CH:8]=[C:3]([C:2]([F:31])([F:30])[F:1])[CH:4]=3)=[CH:14][CH2:13]4)[CH2:16][CH2:17][C:18]=2[CH:19]=1)=[O:28])(=[O:38])=[O:37], predict the reactants needed to synthesize it. The reactants are: [F:1][C:2]([F:31])([F:30])[C:3]1[CH:4]=[C:5]([C:9]2[C@:10]3([CH2:26][CH2:25][C@H:24]4[C@@H:15]([CH2:16][CH2:17][C:18]5[CH:19]=[C:20]([C:27](O)=[O:28])[CH:21]=[CH:22][C:23]=54)[C@@H:12]3[CH2:13][CH:14]=2)[CH3:11])[CH:6]=[N:7][CH:8]=1.Cl.[NH2:33][CH2:34][CH2:35][S:36]([NH:39][CH3:40])(=[O:38])=[O:37]. (3) Given the product [N:22]1[CH:23]=[CH:24][C:25]([CH2:28][CH2:29][NH:30][S:31]([C:34]2[S:35][C:36]([C:21]#[C:20][C:19]3[CH:18]=[N:17][N:11]4[C:12]([CH:14]5[CH2:16][CH2:15]5)=[CH:13][C:8]([C:5]5[CH:6]=[CH:7][C:2]([Cl:1])=[CH:3][CH:4]=5)=[N:9][C:10]=34)=[CH:37][CH:38]=2)(=[O:33])=[O:32])=[CH:26][CH:27]=1, predict the reactants needed to synthesize it. The reactants are: [Cl:1][C:2]1[CH:7]=[CH:6][C:5]([C:8]2[CH:13]=[C:12]([CH:14]3[CH2:16][CH2:15]3)[N:11]3[N:17]=[CH:18][C:19]([C:20]#[CH:21])=[C:10]3[N:9]=2)=[CH:4][CH:3]=1.[N:22]1[CH:27]=[CH:26][C:25]([CH2:28][CH2:29][NH:30][S:31]([C:34]2[S:35][C:36](Br)=[CH:37][CH:38]=2)(=[O:33])=[O:32])=[CH:24][CH:23]=1. (4) Given the product [C:1]([C:5]1[C:9]([F:29])=[C:8]([NH:10][C:11]2[CH:19]=[CH:18][C:17]([O:20][CH3:21])=[CH:16][C:12]=2[C:13]([OH:15])=[O:14])[N:7]([C:22]2[CH:27]=[CH:26][CH:25]=[CH:24][C:23]=2[CH3:28])[N:6]=1)([CH3:4])([CH3:3])[CH3:2], predict the reactants needed to synthesize it. The reactants are: [C:1]([C:5]1[CH:9]=[C:8]([NH:10][C:11]2[CH:19]=[CH:18][C:17]([O:20][CH3:21])=[CH:16][C:12]=2[C:13]([OH:15])=[O:14])[N:7]([C:22]2[CH:27]=[CH:26][CH:25]=[CH:24][C:23]=2[CH3:28])[N:6]=1)([CH3:4])([CH3:3])[CH3:2].[F:29][B-](F)(F)F.F[B-](F)(F)F.ClC[N+]12CC[N+](F)(CC1)CC2. (5) Given the product [Cl:20][C:21]1[CH:22]=[CH:23][C:24]([CH:27]([CH2:30][CH:31]([CH3:33])[CH3:32])[CH2:28][NH:29][C:16]([C:9]2[S:8][C:7]([C:2]3[N:1]=[CH:6][CH:5]=[CH:4][N:3]=3)=[N:11][C:10]=2[C:12]([F:13])([F:14])[F:15])=[O:18])=[CH:25][CH:26]=1, predict the reactants needed to synthesize it. The reactants are: [N:1]1[CH:6]=[CH:5][CH:4]=[N:3][C:2]=1[C:7]1[S:8][C:9]([C:16]([OH:18])=O)=[C:10]([C:12]([F:15])([F:14])[F:13])[N:11]=1.Cl.[Cl:20][C:21]1[CH:26]=[CH:25][C:24]([CH:27]([CH2:30][CH:31]([CH3:33])[CH3:32])[CH2:28][NH2:29])=[CH:23][CH:22]=1.F[P-](F)(F)(F)(F)F.N1(O[P+](N(C)C)(N(C)C)N(C)C)C2C=CC=CC=2N=N1.CCOC(C)=O.